From a dataset of Reaction yield outcomes from USPTO patents with 853,638 reactions. Predict the reaction yield, written as a fraction of the theoretical maximum amount of product (1.0 means a 100% yield; for example, 0.34 means a 34% yield). (1) The reactants are [BH4-].[Na+].[OH-:3].[Na+].Cl.[C:6]([O-:9])(=O)C.[C:10]([O-])(=O)[CH3:11].[C:14]([O-])(=O)C.C([O-])(=O)C.[Pb+4].[CH2:23]([OH:25])[CH3:24]. The catalyst is C(OCC)C.C(OCC)(=O)C. The product is [CH3:14][C:10]1([CH3:11])[O:25][C@H:23]([CH2:6][OH:9])[CH2:24][O:3]1. The yield is 0.530. (2) The reactants are Cl[S:2]([C:5]1[CH:6]=[C:7]2[C:11](=[CH:12][CH:13]=1)[NH:10][C:9](=[O:14])[CH2:8]2)(=[O:4])=[O:3].[NH:15]1[CH2:20][CH2:19][O:18][CH2:17][CH2:16]1. The catalyst is ClCCl. The product is [O:18]1[CH2:19][CH2:20][N:15]([S:2]([C:5]2[CH:6]=[C:7]3[C:11](=[CH:12][CH:13]=2)[NH:10][C:9](=[O:14])[CH2:8]3)(=[O:4])=[O:3])[CH2:16][CH2:17]1. The yield is 0.740. (3) The reactants are Br[C:2]1[CH:3]=[C:4]2[C:8](=[N:9][CH:10]=1)[NH:7][C:6](=[O:11])[CH2:5]2.[C:12]1(B(O)O)[CH:17]=[CH:16][CH:15]=[CH:14][CH:13]=1.C(=O)([O-])[O-].[Na+].[Na+].[Cl-].[Li+]. The catalyst is C1(C)C=CC=CC=1.C(O)C.C(Cl)(Cl)Cl.Cl[Pd](Cl)([P](C1C=CC=CC=1)(C1C=CC=CC=1)C1C=CC=CC=1)[P](C1C=CC=CC=1)(C1C=CC=CC=1)C1C=CC=CC=1.C(OCC)C. The product is [C:12]1([C:2]2[CH:3]=[C:4]3[C:8](=[N:9][CH:10]=2)[NH:7][C:6](=[O:11])[CH2:5]3)[CH:17]=[CH:16][CH:15]=[CH:14][CH:13]=1. The yield is 0.514. (4) The reactants are Cl.[CH3:2][C:3]([C:7]1[CH:8]=[C:9]([CH3:13])[CH:10]=[CH:11][CH:12]=1)([CH3:6])[CH2:4][NH2:5].C(N(CC)CC)C.ClC(Cl)(O[C:25](=[O:31])OC(Cl)(Cl)Cl)Cl.FC(F)(F)C(O)=O.[CH3:40][C:41]1([NH2:49])[CH:46]2[CH2:47][CH2:48][N:43]([CH2:44][CH2:45]2)[CH2:42]1. No catalyst specified. The product is [CH3:6][C:3]([C:7]1[CH:8]=[C:9]([CH3:13])[CH:10]=[CH:11][CH:12]=1)([CH3:2])[CH2:4][NH:5][C:25]([NH:49][C:41]1([CH3:40])[CH:46]2[CH2:47][CH2:48][N:43]([CH2:44][CH2:45]2)[CH2:42]1)=[O:31]. The yield is 0.250. (5) The reactants are [CH3:1][C:2]1[CH:17]=[CH:16][CH:15]=[C:14]([CH2:18][O:19][C@@H:20]2[CH2:25][CH2:24][CH2:23][C@H:22]([O:26][CH2:27][C:28]3[N:29]=[C:30]([C:34]4[CH:39]=[CH:38][C:37]([CH3:40])=[CH:36][CH:35]=4)[O:31][C:32]=3[CH3:33])[CH2:21]2)[C:3]=1[C:4]([O:6]CC1C=CC=CC=1)=[O:5].[H][H]. The catalyst is C1COCC1.[Pd]. The product is [CH3:1][C:2]1[CH:17]=[CH:16][CH:15]=[C:14]([CH2:18][O:19][C@@H:20]2[CH2:25][CH2:24][CH2:23][C@H:22]([O:26][CH2:27][C:28]3[N:29]=[C:30]([C:34]4[CH:35]=[CH:36][C:37]([CH3:40])=[CH:38][CH:39]=4)[O:31][C:32]=3[CH3:33])[CH2:21]2)[C:3]=1[C:4]([OH:6])=[O:5]. The yield is 0.420. (6) The reactants are [CH3:1][Si:2]([C:7]1[CH:12]=[CH:11][CH:10]=[CH:9][CH:8]=1)(OC)[O:3][CH3:4].[CH:13]([OH:17])([CH2:15][CH3:16])[CH3:14]. No catalyst specified. The product is [CH3:1][Si:2]([C:7]1[CH:12]=[CH:11][CH:10]=[CH:9][CH:8]=1)([O:3][CH3:4])[O:17][CH:13]([CH2:15][CH3:16])[CH3:14]. The yield is 0.650. (7) The reactants are O=[C:2]1[CH2:19][CH2:18][C:5]2([CH2:10][CH2:9][N:8]([C:11]([O:13][C:14]([CH3:17])([CH3:16])[CH3:15])=[O:12])[CH2:7][CH2:6]2)[CH2:4][CH2:3]1.CN.[BH3-][C:23]#[N:24].[Na+]. The catalyst is CCO. The product is [CH3:23][NH:24][CH:2]1[CH2:19][CH2:18][C:5]2([CH2:10][CH2:9][N:8]([C:11]([O:13][C:14]([CH3:17])([CH3:16])[CH3:15])=[O:12])[CH2:7][CH2:6]2)[CH2:4][CH2:3]1. The yield is 0.462.